Predict the product of the given reaction. From a dataset of Forward reaction prediction with 1.9M reactions from USPTO patents (1976-2016). (1) Given the reactants C1(C)C=CC=CC=1.C(N)(C)(C)C.[Br:13]Br.[OH:15][C:16]1[CH:17]=[CH:18][C:19]([CH3:26])=[C:20]2[C:25]=1[N:24]=[CH:23][CH:22]=[CH:21]2, predict the reaction product. The product is: [OH:15][C:16]1[C:17]([Br:13])=[CH:18][C:19]([CH3:26])=[C:20]2[C:25]=1[N:24]=[CH:23][CH:22]=[CH:21]2. (2) Given the reactants [NH2:1][C:2]1[CH:7]=[CH:6][C:5]([CH2:8][C:9]([O:11][CH3:12])=[O:10])=[CH:4][C:3]=1[OH:13].[C:14]1([CH3:23])[C:15]([N:20]=[C:21]=S)=[CH:16][CH:17]=[CH:18][CH:19]=1.C1(N=C=NC2CCCCC2)CCCCC1, predict the reaction product. The product is: [CH3:23][C:14]1[CH:19]=[CH:18][CH:17]=[CH:16][C:15]=1[NH:20][C:21]1[O:13][C:3]2[CH:4]=[C:5]([CH2:8][C:9]([O:11][CH3:12])=[O:10])[CH:6]=[CH:7][C:2]=2[N:1]=1.